Dataset: Retrosynthesis with 50K atom-mapped reactions and 10 reaction types from USPTO. Task: Predict the reactants needed to synthesize the given product. (1) Given the product COCCOc1nc(N)c2[nH]c(=O)n(Cc3ccc(CN4CCC5(CC4)CN(CCOc4cccc(CC(=O)OC)c4)CCO5)cc3)c2n1, predict the reactants needed to synthesize it. The reactants are: COC(=O)Cc1cccc(OCCN2CCOC3(CCNCC3)C2)c1.COCCOc1nc(N)c2[nH]c(=O)n(Cc3ccc(CCl)cc3)c2n1. (2) Given the product Cc1ccc(S(=O)O)cc1Cl, predict the reactants needed to synthesize it. The reactants are: Cc1ccc(S(=O)(=O)Cl)cc1Cl.